From a dataset of Experimentally validated miRNA-target interactions with 360,000+ pairs, plus equal number of negative samples. Binary Classification. Given a miRNA mature sequence and a target amino acid sequence, predict their likelihood of interaction. (1) The miRNA is mmu-miR-337-3p with sequence UCAGCUCCUAUAUGAUGCCUUU. The protein sequence of the target gene is MATRGGGPGPGFRHRALRGLLLLCLWLPGSRPGEPAAPSSGVDRLLQDFRRQLQRARPREELEPELLGGPREDCPGAGGTAVYRAVPDTIIRTQDSIAAGASFLRAPGSVRGWRQCVTACCSEPSCSVAVVQLPRGPSVPAPMPAPRCYLFNCTARGRSVCKFAPLRGYRTYTLSRAEDAAGIPPRPDEDKPPVSKAGKDVVLHLPTDGVVLDGRESSDDHAIVLYEWTLQQGDPSSVDMKVPQPGTLRLSRLKEGAYIFQLTVTDSVGQRSSDNVSVTVLPRPYSTGGCSSACSRYHFF.... Result: 0 (no interaction). (2) The miRNA is hsa-miR-6770-5p with sequence UGAGAAGGCACAGCUUGCACGUGA. The protein sequence of the target gene is MESSTGPRMPLLKYCSVATSLKAPGWDGAAPPWDLSFTYPFALQAPWLTGHKPLARHASSCPCLHVADPAWQGPGWLGRAGDAANTWVLARREADGFYYRAQIKATPELERQGVLLVEFEAPLVAGPKLPAQQQRVVLEEDVIPLSPSVGYSLRPGDKVLALWEPGQQQYGPGTVLLGLEMRDPQRASKEKEITVHFWNGKAAKVPLGGVQSVSLTIWKKAVERLHKSFTREHPRPLHWAPCCSLLGPITGRITNELPPDAPFLCPLCHHHACCQLLCQGCLCGCPPCGTTWWPLTRTSE.... Result: 0 (no interaction). (3) The miRNA is mmu-miR-425-5p with sequence AAUGACACGAUCACUCCCGUUGA. The protein sequence of the target gene is MADTATTASAASAAASAPNASTDAPPFQLGKPRFQQTSFYGRFRHFLDIIDPRTLFVTEKRLREAVQLLEDYKHGTLRPGVTNEQLWSAQKIKQAILHPDTNEKIFMPFRMSGYIPFGTPIVVGLLLPNQTLASTVFWQWLNQSHNACVNYANRNATKPSPASKFIQGYLGAVISAVSIAVGLNVLVQKANKFTPATRLLVQRFVPFPAVASANICNVVLMRYGELEEGIDVLDADGNLVGSSKIAARHALLETALTRVVLPMPILVLPPIVMSMLEKTALLQARPRLLLPVHSLVCLAA.... Result: 1 (interaction). (4) The miRNA is hsa-miR-4674 with sequence CUGGGCUCGGGACGCGCGGCU. The protein sequence of the target gene is MAKKSAENGIYSVSGDEKKGPLIAPGPDGAPAKGDGPVGLGTPGGRLAVPPRETWTRQMDFIMSCVGFAVGLGNVWRFPYLCYKNGGGVFLIPYVLIALVGGIPIFFLEISLGQFMKAGSINVWNICPLFKGLGYASMVIVFYCNTYYIMVLAWGFYYLVKSFTTTLPWATCGHTWNTPDCVEIFRHEDCANASLANLTCDQLADRRSPVIEFWENKVLRLSGGLEVPGALNWEVTLCLLACWVLVYFCVWKGVKSTGKIVYFTATFPYVVLVVLLVRGVLLPGALDGIIYYLKPDWSKL.... Result: 1 (interaction).